The task is: Predict which catalyst facilitates the given reaction.. This data is from Catalyst prediction with 721,799 reactions and 888 catalyst types from USPTO. (1) Reactant: [N:1]1[CH:6]=[CH:5][CH:4]=[CH:3][C:2]=1[N:7]1[C:15]2[CH2:14][CH2:13][NH:12][CH2:11][C:10]=2[N:9]=[N:8]1.[Cl:16][C:17]1[C:25]([C:26]([F:29])([F:28])[F:27])=[CH:24][CH:23]=[CH:22][C:18]=1[C:19](Cl)=[O:20].CCN(CC)CC. Product: [Cl:16][C:17]1[C:25]([C:26]([F:28])([F:29])[F:27])=[CH:24][CH:23]=[CH:22][C:18]=1[C:19]([N:12]1[CH2:13][CH2:14][C:15]2[N:7]([C:2]3[CH:3]=[CH:4][CH:5]=[CH:6][N:1]=3)[N:8]=[N:9][C:10]=2[CH2:11]1)=[O:20]. The catalyst class is: 76. (2) Reactant: C([O:5][C:6](=[O:18])[CH2:7][CH2:8][C:9]1[NH:13][C:12]([C:14]([O:16][CH3:17])=[O:15])=[CH:11][CH:10]=1)(C)(C)C. Product: [CH3:17][O:16][C:14]([C:12]1[NH:13][C:9]([CH2:8][CH2:7][C:6]([OH:18])=[O:5])=[CH:10][CH:11]=1)=[O:15]. The catalyst class is: 33. (3) Reactant: [NH2:1][C:2]1[N:3]=[CH:4][C:5]([C:18]2[CH:26]=[CH:25][C:21]([C:22](O)=[O:23])=[CH:20][CH:19]=2)=[N:6][C:7]=1[NH:8][CH2:9][C:10]1[C:15]([Cl:16])=[CH:14][CH:13]=[CH:12][C:11]=1[Cl:17].C(Cl)CCl.C1C=CC2N(O)N=NC=2C=1.[NH2:41][CH:42]1[CH2:47][CH2:46][N:45]([C:48]([O:50][C:51]([CH3:54])([CH3:53])[CH3:52])=[O:49])[C@@H:44]([C:55]([O:57][C:58]([CH3:61])([CH3:60])[CH3:59])=[O:56])[CH2:43]1. Product: [NH2:1][C:2]1[N:3]=[CH:4][C:5]([C:18]2[CH:19]=[CH:20][C:21]([C:22]([NH:41][CH:42]3[CH2:47][CH2:46][N:45]([C:48]([O:50][C:51]([CH3:52])([CH3:53])[CH3:54])=[O:49])[C@@H:44]([C:55]([O:57][C:58]([CH3:61])([CH3:60])[CH3:59])=[O:56])[CH2:43]3)=[O:23])=[CH:25][CH:26]=2)=[N:6][C:7]=1[NH:8][CH2:9][C:10]1[C:15]([Cl:16])=[CH:14][CH:13]=[CH:12][C:11]=1[Cl:17]. The catalyst class is: 31.